This data is from Retrosynthesis with 50K atom-mapped reactions and 10 reaction types from USPTO. The task is: Predict the reactants needed to synthesize the given product. (1) Given the product CN(CCO)CCCCCCCC(=O)Nc1ccc(C(=O)O)cc1, predict the reactants needed to synthesize it. The reactants are: CN(CCO)CCCCCCCC(=O)Nc1ccc(C(=O)OC(C)(C)C)cc1. (2) Given the product Cc1nc2c(N)ccc(C#N)c2o1, predict the reactants needed to synthesize it. The reactants are: Cc1nc2c([N+](=O)[O-])ccc(C#N)c2o1. (3) Given the product O=S(=O)(Nc1ccc(F)c(Nc2ncccc2-c2ncnc3c2ncn3C2CCCCO2)c1F)c1ccc(Cl)s1, predict the reactants needed to synthesize it. The reactants are: Nc1ccc(F)c(Nc2ncccc2-c2ncnc3c2ncn3C2CCCCO2)c1F.O=S(=O)(Cl)c1ccc(Cl)s1.